The task is: Predict which catalyst facilitates the given reaction.. This data is from Catalyst prediction with 721,799 reactions and 888 catalyst types from USPTO. (1) Reactant: [NH:1]1[CH2:6][CH2:5][CH2:4][CH:3]([C:7]2[C:15]3[C:10](=[CH:11][CH:12]=[CH:13][CH:14]=3)[NH:9][CH:8]=2)[CH2:2]1.[C:16]([O-:19])([O-])=[O:17].[K+].[K+]. Product: [C:3]([O:19][C:16]([N:1]1[CH2:6][CH2:5][CH2:4][CH:3]([C:7]2[C:15]3[C:10](=[CH:11][CH:12]=[CH:13][CH:14]=3)[NH:9][CH:8]=2)[CH2:2]1)=[O:17])([CH3:7])([CH3:4])[CH3:2]. The catalyst class is: 95. (2) Reactant: [ClH:1].Cl.C([O:10][C:11]1[CH:35]=[CH:34][C:14]2[N:15]=[C:16]([N:18]3[CH2:23][CH2:22][N:21](C=O)[CH2:20][CH:19]3[CH2:26][O:27][C:28]3[CH:29]=[N:30][CH:31]=[CH:32][CH:33]=3)[S:17][C:13]=2[CH:12]=1)C1C=CC=CC=1.Cl.O. Product: [ClH:1].[ClH:1].[ClH:1].[N:30]1[CH:31]=[CH:32][CH:33]=[C:28]([O:27][CH2:26][CH:19]2[CH2:20][NH:21][CH2:22][CH2:23][N:18]2[C:16]2[S:17][C:13]3[CH:12]=[C:11]([OH:10])[CH:35]=[CH:34][C:14]=3[N:15]=2)[CH:29]=1. The catalyst class is: 14.